The task is: Predict the product of the given reaction.. This data is from Forward reaction prediction with 1.9M reactions from USPTO patents (1976-2016). (1) Given the reactants Cl.C(N=C=N[CH2:7][CH2:8][CH2:9][N:10]([CH3:12])C)C.[O:13]=[C:14]1[N:19]([C:20]2[CH:25]=[CH:24][C:23]([O:26][CH2:27][C:28]([F:31])([F:30])[F:29])=[CH:22][CH:21]=2)[C:18]([S:32][CH2:33][CH2:34][CH2:35][C:36]([OH:38])=O)=[N:17][C:16]2[CH:39]=[CH:40][NH:41][C:15]1=2.N1CCCC1.ON1C2C=CC=CC=2N=N1, predict the reaction product. The product is: [O:38]=[C:36]([N:10]1[CH2:9][CH2:8][CH2:7][CH2:12]1)[CH2:35][CH2:34][CH2:33][S:32][C:18]1[N:19]([C:20]2[CH:21]=[CH:22][C:23]([O:26][CH2:27][C:28]([F:29])([F:31])[F:30])=[CH:24][CH:25]=2)[C:14](=[O:13])[C:15]2[NH:41][CH:40]=[CH:39][C:16]=2[N:17]=1. (2) Given the reactants O.[OH-].[Li+].[CH3:4][N:5]1[CH:9]=[C:8]([C:10]2[N:15]=[C:14]([C:16]3[CH:17]=[N:18][N:19]([CH:21]([CH2:27][C:28]([O:30]C)=[O:29])[CH2:22][C:23]([O:25]C)=[O:24])[CH:20]=3)[N:13]3[CH:32]=[CH:33][N:34]=[C:12]3[CH:11]=2)[CH:7]=[N:6]1, predict the reaction product. The product is: [CH3:4][N:5]1[CH:9]=[C:8]([C:10]2[N:15]=[C:14]([C:16]3[CH:17]=[N:18][N:19]([CH:21]([CH2:27][C:28]([OH:30])=[O:29])[CH2:22][C:23]([OH:25])=[O:24])[CH:20]=3)[N:13]3[CH:32]=[CH:33][N:34]=[C:12]3[CH:11]=2)[CH:7]=[N:6]1. (3) Given the reactants [H-].[Na+].[CH2:3]([O:10][C:11]1[CH:16]=[CH:15][C:14]([CH2:17][C:18]([O:20][CH2:21][CH3:22])=[O:19])=[CH:13][CH:12]=1)[C:4]1[CH:9]=[CH:8][CH:7]=[CH:6][CH:5]=1.[C:23](OCC)(=[O:25])[CH3:24], predict the reaction product. The product is: [CH2:3]([O:10][C:11]1[CH:16]=[CH:15][C:14]([CH:17]([C:23]([CH3:24])=[O:25])[C:18]([O:20][CH2:21][CH3:22])=[O:19])=[CH:13][CH:12]=1)[C:4]1[CH:5]=[CH:6][CH:7]=[CH:8][CH:9]=1. (4) Given the reactants [H-].[Na+].[C:3](Cl)(=[O:5])[CH3:4].[F:7][C:8]1[CH:29]=[CH:28][C:11]([NH:12][C:13]2[CH:14]=[C:15]([CH:24]=[CH:25][C:26]=2[CH3:27])[C:16]([C:18]2[CH:23]=[CH:22][CH:21]=[CH:20][CH:19]=2)=[O:17])=[CH:10][CH:9]=1.Cl, predict the reaction product. The product is: [C:16]([C:15]1[CH:24]=[CH:25][C:26]([CH3:27])=[C:13]([N:12]([C:11]2[CH:10]=[CH:9][C:8]([F:7])=[CH:29][CH:28]=2)[C:3](=[O:5])[CH3:4])[CH:14]=1)(=[O:17])[C:18]1[CH:23]=[CH:22][CH:21]=[CH:20][CH:19]=1.